From a dataset of Full USPTO retrosynthesis dataset with 1.9M reactions from patents (1976-2016). Predict the reactants needed to synthesize the given product. (1) Given the product [N:11]1([CH2:2][C:3]2[CH:10]=[CH:9][C:6]([C:7]#[N:8])=[CH:5][CH:4]=2)[CH:15]=[N:14][CH:13]=[N:12]1, predict the reactants needed to synthesize it. The reactants are: Br[CH2:2][C:3]1[CH:10]=[CH:9][C:6]([C:7]#[N:8])=[CH:5][CH:4]=1.[NH:11]1[CH:15]=[N:14][CH:13]=[N:12]1.C(=O)([O-])[O-].[K+].[K+]. (2) Given the product [F:72][C:69]1[CH:68]=[CH:67][C:79]([C:80]([CH3:82])([O:83][CH2:49][C@@H:50]([OH:57])[CH2:51][OH:84])[CH3:81])=[CH:71][CH:70]=1, predict the reactants needed to synthesize it. The reactants are: CC[C@@H]1[C@@H]2C[C@H]([C@@H](OC3C4C(=CC=CC=4)C(O[C@@H](C4C=CN=C5C=4[CH:49]=[C:50]([O:57]C)[CH:51]=C5)[C@@H]4N5C[C@H](CC)[C@@H](CC5)C4)=NN=3)C3C=CN=C4C=3[CH:49]=[C:50]([O:57]C)[CH:51]=C4)N(CC2)C1.C(OC(C1[CH:71]=[CH:70][C:69]([F:72])=[CH:68][CH:67]=1)(C)C)C=C.S([O-])([O-])=O.[Na+].[Na+].[CH3:79][C:80]([OH:83])([CH3:82])[CH3:81].[OH2:84]. (3) Given the product [CH3:1][C:2]1[NH:3][C:4]2[C:9]([C:10]=1[C:11]#[N:17])=[CH:8][C:7]([N+:13]([O-:15])=[O:14])=[CH:6][CH:5]=2, predict the reactants needed to synthesize it. The reactants are: [CH3:1][C:2]1[NH:3][C:4]2[C:9]([C:10]=1[CH:11]=O)=[CH:8][C:7]([N+:13]([O-:15])=[O:14])=[CH:6][CH:5]=2.Cl.[NH2:17]O.C(OC(=O)C)(=O)C. (4) The reactants are: [CH2:1]([O:3][C:4]1[CH:9]=[C:8]([CH:10]=[O:11])[CH:7]=[CH:6][C:5]=1[C:12]1[CH:17]=[CH:16][C:15]([F:18])=[CH:14][C:13]=1[OH:19])[CH3:2].Br[CH2:21][CH:22]1[CH2:24][CH2:23]1. Given the product [CH:22]1([CH2:21][O:19][C:13]2[CH:14]=[C:15]([F:18])[CH:16]=[CH:17][C:12]=2[C:5]2[CH:6]=[CH:7][C:8]([CH:10]=[O:11])=[CH:9][C:4]=2[O:3][CH2:1][CH3:2])[CH2:24][CH2:23]1, predict the reactants needed to synthesize it. (5) Given the product [Cl:1][C:2]1[CH:3]=[CH:4][C:5]([CH2:8][Cl:12])=[N:6][CH:7]=1, predict the reactants needed to synthesize it. The reactants are: [Cl:1][C:2]1[CH:3]=[CH:4][C:5]([CH2:8]O)=[N:6][CH:7]=1.S(Cl)([Cl:12])=O.CN(C)C=O. (6) Given the product [CH3:11][C:10]([CH3:13])([CH3:12])[C@H:9]([C:14]([NH:16][C:17]1[CH:18]=[N:19][C:20]([O:23][C:24]2[CH:29]=[CH:28][C:27]([CH3:30])=[C:26]([O:31][CH3:32])[CH:25]=2)=[CH:21][CH:22]=1)=[O:15])[NH2:5], predict the reactants needed to synthesize it. The reactants are: CC([N:5]([C@@H:9]([C:14]([NH:16][C:17]1[CH:18]=[N:19][C:20]([O:23][C:24]2[CH:29]=[CH:28][C:27]([CH3:30])=[C:26]([O:31][CH3:32])[CH:25]=2)=[CH:21][CH:22]=1)=[O:15])[C:10]([CH3:13])([CH3:12])[CH3:11])C(=O)[O-])(C)C.C(O)(C(F)(F)F)=O. (7) Given the product [Cl:37][C:38]1[CH:43]=[C:42]([O:44][C:45]2[CH:50]=[CH:49][C:48]([Cl:51])=[CH:47][CH:46]=2)[CH:41]=[CH:40][C:39]=1[C:52]1[CH:53]=[CH:16][C:15]2[C:10](=[CH:11][CH:12]=[C:13]([C:18]3[N:22]([CH:23]4[CH2:24][CH2:25][CH2:26][CH2:27][CH2:28]4)[C:21]4[CH:29]=[CH:30][C:31]([C:33]([OH:35])=[O:34])=[CH:32][C:20]=4[N:19]=3)[CH:14]=2)[N:9]=1, predict the reactants needed to synthesize it. The reactants are: BrC1C=CC(O)=C(C2C=[CH:16][C:15]3[C:10](=[CH:11][CH:12]=[C:13]([C:18]4[N:22]([CH:23]5[CH2:28][CH2:27][CH2:26][CH2:25][CH2:24]5)[C:21]5[CH:29]=[CH:30][C:31]([C:33]([OH:35])=[O:34])=[CH:32][C:20]=5[N:19]=4)[CH:14]=3)[N:9]=2)C=1.[Cl:37][C:38]1[CH:43]=[C:42]([O:44][C:45]2[CH:50]=[CH:49][C:48]([Cl:51])=[CH:47][CH:46]=2)[CH:41]=[CH:40][C:39]=1[C:52](=O)[CH3:53].[OH-].[K+]. (8) The reactants are: [CH:1]([C:4]1[CH:5]=[C:6]([CH:18]=[CH:19][C:20]=1[O:21][CH3:22])[O:7][C:8]1[C:15]([Cl:16])=[CH:14][C:11]([CH:12]=O)=[CH:10][C:9]=1[Cl:17])([CH3:3])[CH3:2].Cl.[OH:24][NH2:25].C(OCC)(=O)C. Given the product [CH:1]([C:4]1[CH:5]=[C:6]([CH:18]=[CH:19][C:20]=1[O:21][CH3:22])[O:7][C:8]1[C:15]([Cl:16])=[CH:14][C:11]([CH:12]=[N:25][OH:24])=[CH:10][C:9]=1[Cl:17])([CH3:3])[CH3:2], predict the reactants needed to synthesize it.